From a dataset of Acute oral toxicity (LD50) regression data from Zhu et al.. Regression/Classification. Given a drug SMILES string, predict its toxicity properties. Task type varies by dataset: regression for continuous values (e.g., LD50, hERG inhibition percentage) or binary classification for toxic/non-toxic outcomes (e.g., AMES mutagenicity, cardiotoxicity, hepatotoxicity). Dataset: ld50_zhu. (1) The rat oral LD50 is 2.12, given as -log10 of the dose in mol/kg body weight (higher means more acutely toxic). The compound is c1ccc2c(c1)ncn2P(n1cnc2ccccc21)n1cnc2ccccc21. (2) The molecule is Cc1ccc(O)cc1. The rat oral LD50 is 2.72, given as -log10 of the dose in mol/kg body weight (higher means more acutely toxic).